This data is from Full USPTO retrosynthesis dataset with 1.9M reactions from patents (1976-2016). The task is: Predict the reactants needed to synthesize the given product. (1) Given the product [OH2:9].[OH2:15].[Na+:16].[NH2:1][C:2]1[S:3][CH:4]=[C:5]([C:7](=[N:13][OH:14])[C:8]([O-:10])=[O:9])[N:6]=1, predict the reactants needed to synthesize it. The reactants are: [NH2:1][C:2]1[S:3][CH:4]=[C:5]([C:7](=[N:13][OH:14])[C:8]([O:10]CC)=[O:9])[N:6]=1.[OH-:15].[Na+:16]. (2) The reactants are: C(O[C:4](=[O:12])[C:5](=O)[C:6]([O:8][CH2:9][CH3:10])=[O:7])C.[NH2:13][CH:14]([C:18]([NH2:20])=[O:19])[C:15]([NH2:17])=[O:16].[OH-].[Na+].C(O)C. Given the product [OH:16][C:15]1[C:14]([C:18]([NH2:20])=[O:19])=[N:13][C:5]([C:6]([O:8][CH2:9][CH3:10])=[O:7])=[C:4]([OH:12])[N:17]=1, predict the reactants needed to synthesize it.